Dataset: Full USPTO retrosynthesis dataset with 1.9M reactions from patents (1976-2016). Task: Predict the reactants needed to synthesize the given product. (1) Given the product [O:37]=[C:38]1[NH:42][C@@H:41]([CH2:43][C:44]([N:28]2[CH2:29][CH2:30][C@H:25]([NH:24][CH2:23][C:14]3[CH:13]=[C:12]([C:5]4[CH:6]=[CH:7][C:8]([C:10]#[N:11])=[CH:9][C:4]=4[F:3])[CH:17]=[CH:16][C:15]=3[O:18][C:19]([F:21])([F:22])[F:20])[C@H:26]([C:31]3[CH:32]=[CH:33][CH:34]=[CH:35][CH:36]=3)[CH2:27]2)=[O:45])[C:40](=[O:47])[NH:39]1, predict the reactants needed to synthesize it. The reactants are: Cl.Cl.[F:3][C:4]1[CH:9]=[C:8]([C:10]#[N:11])[CH:7]=[CH:6][C:5]=1[C:12]1[CH:17]=[CH:16][C:15]([O:18][C:19]([F:22])([F:21])[F:20])=[C:14]([CH2:23][NH:24][C@H:25]2[CH2:30][CH2:29][NH:28][CH2:27][C@H:26]2[C:31]2[CH:36]=[CH:35][CH:34]=[CH:33][CH:32]=2)[CH:13]=1.[O:37]=[C:38]1[NH:42][C@@H:41]([CH2:43][C:44](O)=[O:45])[C:40](=[O:47])[NH:39]1. (2) Given the product [CH2:1]([N:3]1[CH2:8][C:7]([CH3:9])([CH3:10])[O:6][C:5](=[O:11])[CH:4]1[CH2:12][C:13]([NH:56][C:55]1[CH:57]=[CH:58][C:52]([CH:49]([CH3:51])[CH3:50])=[CH:53][CH:54]=1)=[O:15])[CH3:2], predict the reactants needed to synthesize it. The reactants are: [CH2:1]([N:3]1[CH2:8][C:7]([CH3:10])([CH3:9])[O:6][C:5](=[O:11])[CH:4]1[CH2:12][C:13]([OH:15])=O)[CH3:2].C(N(C(C)C)CC)(C)C.CN(C(ON1N=NC2C=CC=NC1=2)=[N+](C)C)C.F[P-](F)(F)(F)(F)F.[CH:49]([C:52]1[CH:58]=[CH:57][C:55]([NH2:56])=[CH:54][CH:53]=1)([CH3:51])[CH3:50].